From a dataset of Full USPTO retrosynthesis dataset with 1.9M reactions from patents (1976-2016). Predict the reactants needed to synthesize the given product. (1) Given the product [Cl:18][CH:19]([C:23]1[CH:28]=[CH:27][CH:26]=[CH:25][CH:24]=1)[C:20]([N:9]([CH2:8][CH:5]([CH2:6][CH3:7])[CH2:4][CH2:3][CH2:2][CH3:1])[CH2:10][CH:11]([CH2:12][CH3:13])[CH2:14][CH2:15][CH2:16][CH3:17])=[O:21], predict the reactants needed to synthesize it. The reactants are: [CH3:1][CH2:2][CH2:3][CH2:4][CH:5]([CH2:8][NH:9][CH2:10][CH:11]([CH2:14][CH2:15][CH2:16][CH3:17])[CH2:12][CH3:13])[CH2:6][CH3:7].[Cl:18][CH:19]([C:23]1[CH:28]=[CH:27][CH:26]=[CH:25][CH:24]=1)[C:20](Cl)=[O:21]. (2) The reactants are: [F:1][C:2]1[CH:3]=[C:4](/[CH:9]=[CH:10]/[C:11]([N:13]2[CH2:19][CH2:18][C:17](=[O:20])[NH:16][CH2:15][CH2:14]2)=[O:12])[CH:5]=[CH:6][C:7]=1[F:8].Br[CH2:22][CH:23]1[CH2:25][O:24]1. Given the product [F:1][C:2]1[CH:3]=[C:4](/[CH:9]=[CH:10]/[C:11]([N:13]2[CH2:19][CH2:18][C:17](=[O:20])[N:16]([CH2:22][CH:23]3[CH2:25][O:24]3)[CH2:15][CH2:14]2)=[O:12])[CH:5]=[CH:6][C:7]=1[F:8], predict the reactants needed to synthesize it. (3) Given the product [CH3:21][O:20][CH:19]([O:22][CH3:23])[CH2:18][CH2:17][N:12]1[CH:13]=[C:8]([C:4]2[N:3]=[N:2][CH:7]=[CH:6][CH:5]=2)[C:9](=[O:15])[NH:10][C:11]1=[O:14], predict the reactants needed to synthesize it. The reactants are: Cl.[N:2]1[CH:7]=[CH:6][CH:5]=[C:4]([C:8]2[C:9](=[O:15])[NH:10][C:11](=[O:14])[NH:12][CH:13]=2)[N:3]=1.Br[CH2:17][CH2:18][CH:19]([O:22][CH3:23])[O:20][CH3:21].C([O-])([O-])=O.[K+].[K+]. (4) The reactants are: [Si]([O:8][CH2:9][CH2:10][C:11]1[CH:12]=[C:13]2[C:18](=[CH:19][CH:20]=1)[CH:17]=[C:16]([C:21]1[CH:22]=[N:23][CH:24]=[N:25][CH:26]=1)[CH:15]=[CH:14]2)(C(C)(C)C)(C)C.CCCC[N+](CCCC)(CCCC)CCCC.[F-].O. Given the product [N:23]1[CH:22]=[C:21]([C:16]2[CH:17]=[C:18]3[C:13](=[CH:14][CH:15]=2)[CH:12]=[C:11]([CH2:10][CH2:9][OH:8])[CH:20]=[CH:19]3)[CH:26]=[N:25][CH:24]=1, predict the reactants needed to synthesize it. (5) Given the product [Br:16][C:17]1[CH:22]=[CH:21][C:20]([CH2:23][NH:24][CH2:2][C:3]2[CH:7]=[C:6]([C:8]([CH3:11])([CH3:10])[CH3:9])[S:5][C:4]=2[C:12]([O:14][CH3:15])=[O:13])=[C:19]([F:25])[CH:18]=1, predict the reactants needed to synthesize it. The reactants are: Br[CH2:2][C:3]1[CH:7]=[C:6]([C:8]([CH3:11])([CH3:10])[CH3:9])[S:5][C:4]=1[C:12]([O:14][CH3:15])=[O:13].[Br:16][C:17]1[CH:22]=[CH:21][C:20]([CH2:23][NH2:24])=[C:19]([F:25])[CH:18]=1.C([O-])([O-])=O.[Cs+].[Cs+]. (6) Given the product [C:9]([C:11]1[N:15]([CH:16]2[CH2:17][CH2:18][N:19]([C:22]([O:24][CH:25]([CH3:26])[CH3:27])=[O:23])[CH2:20][CH2:21]2)[N:14]=[CH:13][C:12]=1[CH2:28][O:8][C:7]1[C:2]([CH3:1])=[N:3][CH:4]=[CH:5][CH:6]=1)#[N:10], predict the reactants needed to synthesize it. The reactants are: [CH3:1][C:2]1[C:7]([OH:8])=[CH:6][CH:5]=[CH:4][N:3]=1.[C:9]([C:11]1[N:15]([CH:16]2[CH2:21][CH2:20][N:19]([C:22]([O:24][CH:25]([CH3:27])[CH3:26])=[O:23])[CH2:18][CH2:17]2)[N:14]=[CH:13][C:12]=1[CH2:28]O)#[N:10].[Si](OCCSC1C=CC(OCC2C=NN(C3CCN(C(OC(C)C)=O)CC3)C=2C#N)=C(F)C=1)(C(C)(C)C)(C)C. (7) Given the product [CH3:34][O:35][CH2:36][C:37]([N:2]1[CH2:7][CH2:6][CH2:5][C@@H:4]([NH:8][C:9]([C:11]2[C:15]3[N:16]=[CH:17][N:18]=[C:19]([C:20]4[C:28]5[O:27][CH2:26][O:25][C:24]=5[CH:23]=[CH:22][C:21]=4[O:29][CH2:30][CH:31]4[CH2:32][CH2:33]4)[C:14]=3[NH:13][CH:12]=2)=[O:10])[CH2:3]1)=[O:38], predict the reactants needed to synthesize it. The reactants are: Cl.[NH:2]1[CH2:7][CH2:6][CH2:5][C@@H:4]([NH:8][C:9]([C:11]2[C:15]3[N:16]=[CH:17][N:18]=[C:19]([C:20]4[C:28]5[O:27][CH2:26][O:25][C:24]=5[CH:23]=[CH:22][C:21]=4[O:29][CH2:30][CH:31]4[CH2:33][CH2:32]4)[C:14]=3[NH:13][CH:12]=2)=[O:10])[CH2:3]1.[CH3:34][O:35][CH2:36][C:37](Cl)=[O:38].